This data is from Full USPTO retrosynthesis dataset with 1.9M reactions from patents (1976-2016). The task is: Predict the reactants needed to synthesize the given product. (1) Given the product [N:1]1([C:30]([O:29][C:26]([CH3:28])([CH3:27])[CH3:25])=[O:31])[CH2:8][CH2:7][CH2:6][C@@H:2]1[C:3]([O:5][CH3:14])=[O:4], predict the reactants needed to synthesize it. The reactants are: [NH:1]1[CH2:8][CH2:7][CH2:6][C@@H:2]1[C:3]([OH:5])=[O:4].OS(O)(=O)=O.[C:14]([O-])([O-])=O.[K+].[K+].C([O-])(O)=O.[Na+].[CH3:25][C:26]([O:29][C:30](O[C:30]([O:29][C:26]([CH3:28])([CH3:27])[CH3:25])=[O:31])=[O:31])([CH3:28])[CH3:27]. (2) Given the product [Br:1][C:2]1[CH:7]=[CH:6][C:5]([NH:8][C:9](=[O:19])[C@H:10]([N:11]2[CH2:25][CH2:24][O:20][CH2:21][CH2:22]2)[CH2:12][C:13]2[CH:14]=[CH:15][CH:16]=[CH:17][CH:18]=2)=[CH:4][CH:3]=1, predict the reactants needed to synthesize it. The reactants are: [Br:1][C:2]1[CH:7]=[CH:6][C:5]([NH:8][C:9](=[O:19])[C@@H:10]([CH2:12][C:13]2[CH:18]=[CH:17][CH:16]=[CH:15][CH:14]=2)[NH2:11])=[CH:4][CH:3]=1.[O:20]([CH2:24][CH2:25]Br)[CH2:21][CH2:22]Br.C(N(C(C)C)CC)(C)C.O. (3) Given the product [C:35]([NH:34][CH2:33][CH2:32][NH:31][C:27]([C:24]1[CH:25]=[CH:26][C:18]2[C:17]3[S:30][C:14]([C:9]4[N:8]([C:3]5[CH:4]=[CH:5][CH:6]=[CH:7][C:2]=5[Cl:1])[C:12](=[O:13])[NH:11][N:10]=4)=[CH:15][C:16]=3[CH2:22][CH2:21][O:20][C:19]=2[CH:23]=1)=[O:28])(=[O:37])[CH3:36], predict the reactants needed to synthesize it. The reactants are: [Cl:1][C:2]1[CH:7]=[CH:6][CH:5]=[CH:4][C:3]=1[N:8]1[C:12](=[O:13])[NH:11][N:10]=[C:9]1[C:14]1[S:30][C:17]2[C:18]3[CH:26]=[CH:25][C:24]([C:27](O)=[O:28])=[CH:23][C:19]=3[O:20][CH2:21][CH2:22][C:16]=2[CH:15]=1.[NH2:31][CH2:32][CH2:33][NH:34][C:35](=[O:37])[CH3:36].CN(C(ON1N=NC2C=CC=NC1=2)=[N+](C)C)C.F[P-](F)(F)(F)(F)F.CCN(C(C)C)C(C)C. (4) Given the product [Cl:1][C:2]1[CH:19]=[CH:18][C:17]([CH:20]2[C@H:25]([O:26][CH2:27][C:28]3[CH:29]=[CH:30][CH:31]=[CH:32][CH:33]=3)[C@@H:24]([O:34][CH2:35][C:36]3[CH:41]=[CH:40][CH:39]=[CH:38][CH:37]=3)[C@H:23]([O:42][CH2:43][C:44]3[CH:45]=[CH:46][CH:47]=[CH:48][CH:49]=3)[C@@H:22]([CH2:50][O:51][CH2:52][C:53]3[CH:54]=[CH:55][CH:56]=[CH:57][CH:58]=3)[O:21]2)=[CH:16][C:3]=1[CH2:4][OH:5], predict the reactants needed to synthesize it. The reactants are: [Cl:1][C:2]1[CH:19]=[CH:18][C:17]([CH:20]2[C@H:25]([O:26][CH2:27][C:28]3[CH:33]=[CH:32][CH:31]=[CH:30][CH:29]=3)[C@@H:24]([O:34][CH2:35][C:36]3[CH:41]=[CH:40][CH:39]=[CH:38][CH:37]=3)[C@H:23]([O:42][CH2:43][C:44]3[CH:49]=[CH:48][CH:47]=[CH:46][CH:45]=3)[C@@H:22]([CH2:50][O:51][CH2:52][C:53]3[CH:58]=[CH:57][CH:56]=[CH:55][CH:54]=3)[O:21]2)=[CH:16][C:3]=1[CH2:4][O:5][Si](C(C)C)(C(C)C)C(C)C.[F-].C([N+](CCCC)(CCCC)CCCC)CCC. (5) Given the product [C:20]([CH2:21][NH:22][C:15]([C@@H:10]1[CH2:11][CH2:12][CH2:13][CH2:14][C@@H:9]1[NH:8][C:6](=[O:7])[O:5][C:1]([CH3:2])([CH3:3])[CH3:4])=[O:17])#[N:19], predict the reactants needed to synthesize it. The reactants are: [C:1]([O:5][C:6]([NH:8][C@H:9]1[CH2:14][CH2:13][CH2:12][CH2:11][C@H:10]1[C:15]([OH:17])=O)=[O:7])([CH3:4])([CH3:3])[CH3:2].Cl.[NH2:19][CH2:20][C:21]#[N:22].CCN=C=NCCCN(C)C.C1C=CC2N(O)N=NC=2C=1.CN1CCOCC1. (6) Given the product [OH:21][C:17]1[CH:16]=[C:15]([CH2:14][CH2:13][CH2:12][NH:11][C:8]2[N:7]=[C:6]([C:22]([F:25])([F:24])[F:23])[C:5]([C:3]([OH:4])=[O:2])=[CH:10][N:9]=2)[CH:20]=[CH:19][CH:18]=1, predict the reactants needed to synthesize it. The reactants are: C[O:2][C:3]([C:5]1[C:6]([C:22]([F:25])([F:24])[F:23])=[N:7][C:8]([NH:11][CH2:12][CH2:13][CH2:14][C:15]2[CH:20]=[CH:19][CH:18]=[C:17]([OH:21])[CH:16]=2)=[N:9][CH:10]=1)=[O:4].O.[OH-].[Li+].